From a dataset of Orexin1 receptor HTS with 218,158 compounds and 233 confirmed actives. Binary Classification. Given a drug SMILES string, predict its activity (active/inactive) in a high-throughput screening assay against a specified biological target. (1) The compound is Clc1c(C(NC(C(=O)Nc2cc(S(=O)(=O)N3CCCCC3)ccc2)C)C)cccc1. The result is 1 (active). (2) The molecule is FC(F)Oc1ccc(cc1)/C=C\C(OCC(=O)Nc1ccc(N2CCOCC2)cc1)=O. The result is 0 (inactive). (3) The molecule is Clc1ccc(C(NC(=O)N)CC(=O)N2CCc3c(C2)cccc3)cc1. The result is 0 (inactive).